Task: Predict the reactants needed to synthesize the given product.. Dataset: Full USPTO retrosynthesis dataset with 1.9M reactions from patents (1976-2016) (1) Given the product [F:28][C:2]([F:1])([F:29])[C:3]1[CH:4]=[C:5]([C:13]2[N:17]=[CH:16][N:15](/[CH:18]=[C:19](\[Br:26])/[C:20]([O:22][CH:23]([CH3:24])[CH3:25])=[O:21])[N:14]=2)[CH:6]=[C:7]([C:9]([F:10])([F:11])[F:12])[CH:8]=1, predict the reactants needed to synthesize it. The reactants are: [F:1][C:2]([F:29])([F:28])[C:3]1[CH:4]=[C:5]([C:13]2[N:17]=[CH:16][N:15]([CH:18](Br)[CH:19]([Br:26])[C:20]([O:22][CH:23]([CH3:25])[CH3:24])=[O:21])[N:14]=2)[CH:6]=[C:7]([C:9]([F:12])([F:11])[F:10])[CH:8]=1.C(N(CC)CC)C. (2) Given the product [Br:13][CH2:12][CH:2]1[O:11][C:6]2[N:7]=[CH:8][N:9]=[CH:10][C:5]=2[O:4][CH2:3]1, predict the reactants needed to synthesize it. The reactants are: Br[CH:2]([CH2:12][Br:13])[CH2:3][O:4][C:5]1[C:6](=[O:11])[NH:7][CH:8]=[N:9][CH:10]=1.C([O-])(O)=O.[Na+]. (3) The reactants are: [Br:1][C:2]1[CH:3]=[C:4]2[C:10](I)=[CH:9][N:8]([S:12]([C:15]3[CH:20]=[CH:19][C:18]([CH3:21])=[CH:17][CH:16]=3)(=[O:14])=[O:13])[C:5]2=[N:6][CH:7]=1.Cl.[NH2:23][CH2:24][C:25]1[CH:30]=[CH:29][C:28](B(O)O)=[CH:27][CH:26]=1.C([O-])([O-])=O.[Na+].[Na+].CCOC(C)=O. Given the product [Br:1][C:2]1[CH:3]=[C:4]2[C:10]([C:28]3[CH:29]=[CH:30][C:25]([CH2:24][NH2:23])=[CH:26][CH:27]=3)=[CH:9][N:8]([S:12]([C:15]3[CH:20]=[CH:19][C:18]([CH3:21])=[CH:17][CH:16]=3)(=[O:14])=[O:13])[C:5]2=[N:6][CH:7]=1, predict the reactants needed to synthesize it. (4) Given the product [Br:1][C:2]1[CH:3]=[C:4]([C:9]2[O:10][C:11]3[CH:17]=[CH:16][CH:15]=[CH:14][C:12]=3[N:13]=2)[CH:5]=[CH:6][C:7]=1[CH2:8][Br:25], predict the reactants needed to synthesize it. The reactants are: [Br:1][C:2]1[CH:3]=[C:4]([C:9]2[O:10][C:11]3[CH:17]=[CH:16][CH:15]=[CH:14][C:12]=3[N:13]=2)[CH:5]=[CH:6][C:7]=1[CH3:8].C1C(=O)N([Br:25])C(=O)C1.C(OOC(=O)C1C=CC=CC=1)(=O)C1C=CC=CC=1.